This data is from Full USPTO retrosynthesis dataset with 1.9M reactions from patents (1976-2016). The task is: Predict the reactants needed to synthesize the given product. (1) Given the product [C:13]1([CH3:16])[CH:12]=[CH:11][C:10]([O:9][C:6]2[CH:7]=[CH:8][C:3]([OH:2])=[CH:4][CH:5]=2)=[CH:15][CH:14]=1, predict the reactants needed to synthesize it. The reactants are: C[O:2][C:3]1[CH:8]=[CH:7][C:6]([O:9][C:10]2[CH:15]=[CH:14][C:13]([CH3:16])=[CH:12][CH:11]=2)=[CH:5][CH:4]=1.B(Br)(Br)Br. (2) Given the product [F:45][C:33]1[CH:34]=[C:35]([C:2]2[CH:3]=[C:4]([NH:11][C:12]3[CH:17]=[CH:16][C:15]([N:18]4[CH2:23][CH2:22][N:21]([CH3:24])[CH2:20][CH2:19]4)=[CH:14][N:13]=3)[C:5]3[N:6]([CH:8]=[CH:9][N:10]=3)[N:7]=2)[C:30]([CH2:29][OH:28])=[C:31]([N:46]2[CH2:58][CH2:57][N:49]3[C:50]4[CH2:51][CH2:52][CH2:53][CH2:54][C:55]=4[CH:56]=[C:48]3[C:47]2=[O:59])[CH:32]=1, predict the reactants needed to synthesize it. The reactants are: Cl[C:2]1[CH:3]=[C:4]([NH:11][C:12]2[CH:17]=[CH:16][C:15]([N:18]3[CH2:23][CH2:22][N:21]([CH3:24])[CH2:20][CH2:19]3)=[CH:14][N:13]=2)[C:5]2[N:6]([CH:8]=[CH:9][N:10]=2)[N:7]=1.C([O:28][CH2:29][C:30]1[C:35](B2OC(C)(C)C(C)(C)O2)=[CH:34][C:33]([F:45])=[CH:32][C:31]=1[N:46]1[CH2:58][CH2:57][N:49]2[C:50]3[CH2:51][CH2:52][CH2:53][CH2:54][C:55]=3[CH:56]=[C:48]2[C:47]1=[O:59])(=O)C.C1(P(C2CCCCC2)C2CCCCC2)CCCCC1.C(=O)([O-])[O-].[Cs+].[Cs+].